This data is from Catalyst prediction with 721,799 reactions and 888 catalyst types from USPTO. The task is: Predict which catalyst facilitates the given reaction. (1) Reactant: Br[C:2]1[CH:7]=[CH:6][CH:5]=[C:4]([Cl:8])[C:3]=1[F:9].C([Li])CCC.[C:15]([N:22]1[CH2:26][CH2:25][C:24](=[O:27])[CH2:23]1)([O:17][C:18]([CH3:21])([CH3:20])[CH3:19])=[O:16].[Cl-].[NH4+]. The catalyst class is: 7. Product: [Cl:8][C:4]1[C:3]([F:9])=[C:2]([C:24]2([OH:27])[CH2:25][CH2:26][N:22]([C:15]([O:17][C:18]([CH3:20])([CH3:19])[CH3:21])=[O:16])[CH2:23]2)[CH:7]=[CH:6][CH:5]=1. (2) Reactant: [C:1]([NH:5][S:6]([C:9]1[C:18]2[C:13](=[CH:14][CH:15]=[CH:16][CH:17]=2)[C:12]([C:19]2[O:23][CH:22]=[N:21][C:20]=2[C:24](O)=[O:25])=[CH:11][CH:10]=1)(=[O:8])=[O:7])([CH3:4])([CH3:3])[CH3:2].[CH3:27][CH:28]1[CH2:33][CH2:32][NH:31][CH2:30][CH2:29]1.CN(C(ON1N=NC2C=CC=NC1=2)=[N+](C)C)C.F[P-](F)(F)(F)(F)F.CCN(C(C)C)C(C)C. Product: [C:1]([NH:5][S:6]([C:9]1[C:18]2[C:13](=[CH:14][CH:15]=[CH:16][CH:17]=2)[C:12]([C:19]2[O:23][CH:22]=[N:21][C:20]=2[C:24]([N:31]2[CH2:32][CH2:33][CH:28]([CH3:27])[CH2:29][CH2:30]2)=[O:25])=[CH:11][CH:10]=1)(=[O:7])=[O:8])([CH3:4])([CH3:3])[CH3:2]. The catalyst class is: 18. (3) Reactant: [ClH:1].Cl.CN1CCCN([C:11]2[CH:16]=[CH:15][C:14]([NH2:17])=[CH:13][CH:12]=2)CC1.[CH2:18](O)C. Product: [ClH:1].[ClH:1].[CH3:18][C:13]1[CH:12]=[CH:11][CH:16]=[CH:15][C:14]=1[NH2:17]. The catalyst class is: 45.